Dataset: Reaction yield outcomes from USPTO patents with 853,638 reactions. Task: Predict the reaction yield, written as a fraction of the theoretical maximum amount of product (1.0 means a 100% yield; for example, 0.34 means a 34% yield). The reactants are [F:1][C:2]([F:10])([F:9])[C:3]([C:5]([F:8])([F:7])[F:6])=[O:4].[CH3:11][C:12](=[CH2:14])[CH3:13].C(=O)=O.CC(O)C. No catalyst specified. The product is [F:1][C:2]([F:10])([F:9])[C:3]([C:5]([F:8])([F:7])[F:6])([OH:4])[CH2:13][C:12]([CH3:14])=[CH2:11]. The yield is 0.830.